Dataset: Reaction yield outcomes from USPTO patents with 853,638 reactions. Task: Predict the reaction yield, written as a fraction of the theoretical maximum amount of product (1.0 means a 100% yield; for example, 0.34 means a 34% yield). (1) The reactants are [CH2:1]([C@@:4]12[C:17]3[C:12](=[CH:13][C:14]([O:18]C)=[CH:15][CH:16]=3)[CH2:11][CH2:10][C:9]1=[CH:8][C:7](=[O:20])[CH2:6][CH2:5]2)[CH:2]=[CH2:3].B(Br)(Br)Br.O.C(=O)(O)[O-].[Na+]. The catalyst is C(Cl)Cl. The product is [CH2:1]([C@@:4]12[C:17]3[C:12](=[CH:13][C:14]([OH:18])=[CH:15][CH:16]=3)[CH2:11][CH2:10][C:9]1=[CH:8][C:7](=[O:20])[CH2:6][CH2:5]2)[CH:2]=[CH2:3]. The yield is 0.530. (2) The reactants are [O:1]1[C:5]2[CH:6]=[CH:7][C:8]([C:10]3([C:13]([NH:15][C:16]4[CH:17]=[C:18]5[C:22](=[CH:23][CH:24]=4)[N:21]([CH2:25][CH2:26]Cl)[CH:20]([C:28]([CH3:31])([CH3:30])[CH3:29])[CH2:19]5)=[O:14])[CH2:12][CH2:11]3)=[CH:9][C:4]=2[O:3][CH2:2]1.[C-:32]#[N:33].[Na+]. The catalyst is C(O)C.O. The product is [O:1]1[C:5]2[CH:6]=[CH:7][C:8]([C:10]3([C:13]([NH:15][C:16]4[CH:17]=[C:18]5[C:22](=[CH:23][CH:24]=4)[N:21]([CH2:25][CH2:26][C:32]#[N:33])[CH:20]([C:28]([CH3:31])([CH3:30])[CH3:29])[CH2:19]5)=[O:14])[CH2:12][CH2:11]3)=[CH:9][C:4]=2[O:3][CH2:2]1. The yield is 0.770. (3) The reactants are [CH3:1][O:2][CH:3]1[O:7][C:6](=[O:8])[CH:5]=[C:4]1[CH:9]=[C:10]([CH3:12])[CH3:11].[H][H]. The yield is 0.960. The product is [CH3:1][O:2][CH:3]1[O:7][C:6](=[O:8])[CH2:5][CH:4]1[CH2:9][CH:10]([CH3:12])[CH3:11]. The catalyst is CC(OC)(C)C.[Pd].